This data is from Catalyst prediction with 721,799 reactions and 888 catalyst types from USPTO. The task is: Predict which catalyst facilitates the given reaction. (1) Reactant: CCN(C(C)C)C(C)C.[C:10]1([N:16]2[CH:20]=[CH:19][C:18]([C:21]([OH:23])=O)=[N:17]2)[CH:15]=[CH:14][CH:13]=[CH:12][CH:11]=1.C1C=CC2N(O)N=NC=2C=1.CCN=C=NCCCN(C)C.Cl.[NH2:46][CH2:47][C:48]([N:50]1[CH2:55][CH2:54][N:53]([C:56](=[O:67])[C:57]2[CH:62]=[CH:61][CH:60]=[CH:59][C:58]=2[C:63]([F:66])([F:65])[F:64])[CH2:52][CH2:51]1)=[O:49]. Product: [O:49]=[C:48]([N:50]1[CH2:51][CH2:52][N:53]([C:56](=[O:67])[C:57]2[CH:62]=[CH:61][CH:60]=[CH:59][C:58]=2[C:63]([F:66])([F:65])[F:64])[CH2:54][CH2:55]1)[CH2:47][NH:46][C:21]([C:18]1[CH:19]=[CH:20][N:16]([C:10]2[CH:11]=[CH:12][CH:13]=[CH:14][CH:15]=2)[N:17]=1)=[O:23]. The catalyst class is: 18. (2) Reactant: [CH2:1]([O:3][C:4]([C:6]1[N:14]([CH3:15])[C:13]2[CH:12]=[CH:11][N:10]=[N:9][C:8]=2[C:7]=1[OH:16])=[O:5])[CH3:2].C1(N([S:24]([C:27]([F:30])([F:29])[F:28])(=[O:26])=[O:25])[S:24]([C:27]([F:30])([F:29])[F:28])(=[O:26])=[O:25])C=CC=CC=1.CCN(C(C)C)C(C)C. Product: [CH2:1]([O:3][C:4]([C:6]1[N:14]([CH3:15])[C:13]2[CH:12]=[CH:11][N:10]=[N:9][C:8]=2[C:7]=1[O:16][S:24]([C:27]([F:30])([F:29])[F:28])(=[O:26])=[O:25])=[O:5])[CH3:2]. The catalyst class is: 57. (3) Reactant: [CH2:1]([C:5]12[CH2:17][CH2:16][C:15](=[O:18])[C:14]([CH3:19])=[C:13]1[C:12]1[C:7](=[CH:8][C:9]([O:20][CH2:21][O:22][CH3:23])=[CH:10][CH:11]=1)[CH2:6]2)[CH2:2][CH2:3][CH3:4].[Li+].[CH3:25]C([N-]C(C)C)C.C(=O)=O.CC(C)=O.IC.[NH4+].[Cl-]. Product: [CH2:1]([C:5]12[CH2:17][CH:16]([CH3:25])[C:15](=[O:18])[C:14]([CH3:19])=[C:13]1[C:12]1[C:7](=[CH:8][C:9]([O:20][CH2:21][O:22][CH3:23])=[CH:10][CH:11]=1)[CH2:6]2)[CH2:2][CH2:3][CH3:4]. The catalyst class is: 49. (4) Reactant: [F:1][C:2]1[CH:7]=[CH:6][C:5]([C:8]2[S:12][C:11]([CH2:13][C:14]3[CH:15]=[C:16]([C:21]4([O:31][C@H:30]([CH2:32][OH:33])[C@@H:28]([OH:29])[C@H:26]([OH:27])[C@H:24]4[OH:25])[O:22][CH3:23])[CH:17]=[CH:18][C:19]=3[CH3:20])=[CH:10][CH:9]=2)=[CH:4][CH:3]=1.CN1[CH2:40][CH2:39][O:38]CC1.C(O[C:45](=[O:47])[CH3:46])(=O)C. Product: [C:21]([O:25][C@@H:24]1[C@@H:26]([O:27][C:24](=[O:25])[CH3:26])[C@H:28]([O:29][C:45](=[O:47])[CH3:46])[C@@H:30]([CH2:32][O:33][C:39](=[O:38])[CH3:40])[O:31][C:21]1([C:16]1[CH:17]=[CH:18][C:19]([CH3:20])=[C:14]([CH2:13][C:11]2[S:12][C:8]([C:5]3[CH:4]=[CH:3][C:2]([F:1])=[CH:7][CH:6]=3)=[CH:9][CH:10]=2)[CH:15]=1)[O:22][CH3:23])(=[O:22])[CH3:16]. The catalyst class is: 133. (5) The catalyst class is: 4. Product: [S:7]([O:19][CH2:20][CH:21]1[O:25][C:24](=[O:26])[NH:23][CH2:22]1)([C:4]1[CH:5]=[CH:6][C:1]([CH3:11])=[CH:2][CH:3]=1)(=[O:9])=[O:8]. Reactant: [C:1]1([CH3:11])[CH:6]=[CH:5][C:4]([S:7](Cl)(=[O:9])=[O:8])=[CH:3][CH:2]=1.CCN(CC)CC.[OH:19][CH2:20][CH:21]1[O:25][C:24](=[O:26])[NH:23][CH2:22]1. (6) Reactant: [CH3:1][O:2][CH:3](OC)[CH2:4]Br.Cl.C(=O)(O)[O-].[Na+].[I:14][C:15]1[CH:20]=[C:19](OC)[N:18]=[C:17]([NH2:23])[CH:16]=1. Product: [I:14][C:15]1[CH:4]=[C:3]([O:2][CH3:1])[N:23]2[CH:20]=[CH:19][N:18]=[C:17]2[CH:16]=1. The catalyst class is: 69.